From a dataset of Peptide-MHC class I binding affinity with 185,985 pairs from IEDB/IMGT. Regression. Given a peptide amino acid sequence and an MHC pseudo amino acid sequence, predict their binding affinity value. This is MHC class I binding data. (1) The peptide sequence is AYMLFTKFF. The MHC is HLA-A30:02 with pseudo-sequence HLA-A30:02. The binding affinity (normalized) is 0. (2) The peptide sequence is EKFGHFCKYH. The MHC is HLA-A31:01 with pseudo-sequence HLA-A31:01. The binding affinity (normalized) is 0.0388. (3) The peptide sequence is RAAICGKYL. The MHC is Patr-B0101 with pseudo-sequence Patr-B0101. The binding affinity (normalized) is 0.248. (4) The binding affinity (normalized) is 0.0847. The peptide sequence is DEFLKVPEW. The MHC is HLA-A80:01 with pseudo-sequence HLA-A80:01.